From a dataset of Experimentally validated miRNA-target interactions with 360,000+ pairs, plus equal number of negative samples. Binary Classification. Given a miRNA mature sequence and a target amino acid sequence, predict their likelihood of interaction. The miRNA is hsa-miR-6777-3p with sequence UCCACUCUCCUGGCCCCCAG. The protein sequence of the target gene is MDEEESTERQMQIAMLCQKLAMMKQLFNEDDTDYINQAISSNSPDTCRTFLSNLEKKGNPQADPSLLSKLMDSYTRVFSSMPLGKYSQNESYAKMLVRFAELKAIQDVNDAQTSFDIARSHCKDFAFVHVAYAQFELLQGNMKKCTMILQKAFEMNAKPRHVLEAAVRNLKTGKRQLLSHEDKENLSVSALDHTQGSRRSDGTCELKPSNTFLHSDQKFSPQEENGPVWRTGSQHRRTAMAERVPMVPLSIPENETSDSDCAQKAEAPFTHSSGFSRQTSGSSVRSAFSLCSSKKGTPDG.... Result: 0 (no interaction).